This data is from Forward reaction prediction with 1.9M reactions from USPTO patents (1976-2016). The task is: Predict the product of the given reaction. (1) Given the reactants [CH2:1]([N:3]1[CH:7]=[C:6](/[CH:8]=[CH:9]/[C:10]2[C:11]([O:21][CH2:22][C:23]3[CH:48]=[CH:47][C:26]([O:27][CH2:28][C:29]4[N:30]=[C:31]([C:35]5[CH:40]=[CH:39][C:38]([CH2:41][C:42]([O:44]CC)=[O:43])=[CH:37][CH:36]=5)[O:32][C:33]=4[CH3:34])=[C:25]([O:49][CH3:50])[CH:24]=3)=[N:12][N:13]([C:15]3[CH:20]=[CH:19][CH:18]=[CH:17][CH:16]=3)[CH:14]=2)[N:5]=[CH:4]1)[CH3:2].[OH-].[Na+].O1CCCC1.Cl, predict the reaction product. The product is: [CH2:1]([N:3]1[CH:7]=[C:6](/[CH:8]=[CH:9]/[C:10]2[C:11]([O:21][CH2:22][C:23]3[CH:48]=[CH:47][C:26]([O:27][CH2:28][C:29]4[N:30]=[C:31]([C:35]5[CH:40]=[CH:39][C:38]([CH2:41][C:42]([OH:44])=[O:43])=[CH:37][CH:36]=5)[O:32][C:33]=4[CH3:34])=[C:25]([O:49][CH3:50])[CH:24]=3)=[N:12][N:13]([C:15]3[CH:20]=[CH:19][CH:18]=[CH:17][CH:16]=3)[CH:14]=2)[N:5]=[CH:4]1)[CH3:2]. (2) Given the reactants [Na:1].[CH3:2][C:3]1[C:4]([CH2:20][S:21]([C:23]2[NH:27][C:26]3[CH:28]=[CH:29][CH:30]=[CH:31][C:25]=3[N:24]=2)=[O:22])=[N:5][CH:6]=[CH:7][C:8]=1OCCC1(CCC)OCCO1.ClC1C=C[N+]([O-])=C(C)C=1C.[CH2:42]([C:44]1([CH2:50][OH:51])[O:49][CH2:48][CH2:47][CH2:46][O:45]1)[CH3:43], predict the reaction product. The product is: [Na:1].[CH2:42]([C:44]1([CH2:50][O:51][C:8]2[CH:7]=[CH:6][N:5]=[C:4]([CH2:20][S:21]([C:23]3[NH:27][C:26]4[CH:28]=[CH:29][CH:30]=[CH:31][C:25]=4[N:24]=3)=[O:22])[C:3]=2[CH3:2])[O:49][CH2:48][CH2:47][CH2:46][O:45]1)[CH3:43]. (3) Given the reactants N[C:2]1[CH:7]=[CH:6][CH:5]=[CH:4][CH:3]=1.Cl[CH2:9][CH2:10][C:11]([NH-:13])=[O:12], predict the reaction product. The product is: [C:2]1([C:10](=[CH2:9])[C:11]([NH2:13])=[O:12])[CH:7]=[CH:6][CH:5]=[CH:4][CH:3]=1. (4) Given the reactants [Si:1]([O:8][CH2:9][CH2:10][N:11]([CH:24]([CH3:26])[CH3:25])[C:12]([C:14]1[N:15]=[C:16]([N:19]2[CH2:22][CH:21]([OH:23])[CH2:20]2)[S:17][CH:18]=1)=[O:13])([C:4]([CH3:7])([CH3:6])[CH3:5])([CH3:3])[CH3:2].[CH3:27][S:28](Cl)(=[O:30])=[O:29].C(N(CC)CC)C, predict the reaction product. The product is: [Si:1]([O:8][CH2:9][CH2:10][N:11]([CH:24]([CH3:26])[CH3:25])[C:12]([C:14]1[N:15]=[C:16]([N:19]2[CH2:22][CH:21]([O:23][S:28]([CH3:27])(=[O:30])=[O:29])[CH2:20]2)[S:17][CH:18]=1)=[O:13])([C:4]([CH3:7])([CH3:6])[CH3:5])([CH3:2])[CH3:3].